From a dataset of Forward reaction prediction with 1.9M reactions from USPTO patents (1976-2016). Predict the product of the given reaction. (1) Given the reactants [CH3:1][O:2][N:3]([CH3:15])[C:4]([C:6]1[NH:14][C:9]2=[N:10][CH:11]=[CH:12][CH:13]=[C:8]2[CH:7]=1)=[O:5].[F:16][C:17]1[CH:18]=[C:19](B(O)O)[CH:20]=[CH:21][CH:22]=1.N1C=CC=CC=1, predict the reaction product. The product is: [F:16][C:17]1[CH:22]=[C:21]([N:14]2[C:9]3=[N:10][CH:11]=[CH:12][CH:13]=[C:8]3[CH:7]=[C:6]2[C:4]([N:3]([O:2][CH3:1])[CH3:15])=[O:5])[CH:20]=[CH:19][CH:18]=1. (2) Given the reactants Br[CH2:2][CH2:3][CH2:4][CH2:5][CH2:6]Br.C(=O)([O-])[O-].[Na+].[Na+].[NH2:14][C:15]1[CH:20]=[CH:19][C:18]([CH3:21])=[CH:17][CH:16]=1, predict the reaction product. The product is: [CH3:21][C:18]1[CH:19]=[CH:20][C:15]([N:14]2[CH2:6][CH2:5][CH2:4][CH2:3][CH2:2]2)=[CH:16][CH:17]=1. (3) The product is: [CH2:13]([O:12][CH2:11][CH2:10][CH2:9][CH2:8][CH2:7][CH2:6][CH2:5][CH2:4][CH:11]([OH:12])[CH2:10][CH2:9][CH2:8][CH2:7][CH2:6][CH2:5][CH2:4][CH2:20][O:22][CH2:23][C:19]1[CH:14]=[CH:15][CH:16]=[CH:17][CH:18]=1)[C:14]1[CH:19]=[CH:18][CH:17]=[CH:16][CH:15]=1. Given the reactants II.Br[CH2:4][CH2:5][CH2:6][CH2:7][CH2:8][CH2:9][CH2:10][CH2:11][O:12][CH2:13][C:14]1[CH:19]=[CH:18][CH:17]=[CH:16][CH:15]=1.[CH:20]([O:22][CH3:23])=O.[BH4-].[Na+].Cl, predict the reaction product. (4) Given the reactants [Si]([O:8][CH2:9][C@@H:10]([N:14]1[C:23]2[C:18](=[CH:19][C:20]([NH:30][CH2:31][C:32]3[CH:37]=[CH:36][C:35]([F:38])=[CH:34][CH:33]=3)=[C:21]([N:24]3[CH2:29][CH2:28][O:27][CH2:26][CH2:25]3)[N:22]=2)[C:17](=[O:39])[C:16]([C:40]([O:42]CC)=[O:41])=[CH:15]1)[CH:11]([CH3:13])[CH3:12])(C(C)(C)C)(C)C.C[O-].[Na+], predict the reaction product. The product is: [F:38][C:35]1[CH:34]=[CH:33][C:32]([CH2:31][NH:30][C:20]2[CH:19]=[C:18]3[C:23](=[N:22][C:21]=2[N:24]2[CH2:25][CH2:26][O:27][CH2:28][CH2:29]2)[N:14]([C@@H:10]([CH:11]([CH3:13])[CH3:12])[CH2:9][OH:8])[CH:15]=[C:16]([C:40]([OH:42])=[O:41])[C:17]3=[O:39])=[CH:37][CH:36]=1. (5) Given the reactants [CH2:1]([CH:3]([CH2:6][CH3:7])[CH2:4][OH:5])[CH3:2].C1N2CCN(CC2)C1.[C:16]1([CH3:26])[CH:21]=[CH:20][C:19]([S:22](Cl)(=[O:24])=[O:23])=[CH:18][CH:17]=1, predict the reaction product. The product is: [CH2:1]([CH:3]([CH2:6][CH3:7])[CH2:4][O:5][S:22]([C:19]1[CH:20]=[CH:21][C:16]([CH3:26])=[CH:17][CH:18]=1)(=[O:24])=[O:23])[CH3:2]. (6) Given the reactants [NH2:1][C:2]1[CH:3]=[C:4]2[C:9](=[CH:10][CH:11]=1)[CH:8]=[N:7][CH:6]=[CH:5]2.[H-].[Na+].[CH2:14]([O:21][C:22](Cl)=[O:23])[C:15]1[CH:20]=[CH:19][CH:18]=[CH:17][CH:16]=1, predict the reaction product. The product is: [CH2:14]([O:21][C:22](=[O:23])[NH:1][C:2]1[CH:3]=[C:4]2[C:9](=[CH:10][CH:11]=1)[CH:8]=[N:7][CH:6]=[CH:5]2)[C:15]1[CH:20]=[CH:19][CH:18]=[CH:17][CH:16]=1.